From a dataset of HIV replication inhibition screening data with 41,000+ compounds from the AIDS Antiviral Screen. Binary Classification. Given a drug SMILES string, predict its activity (active/inactive) in a high-throughput screening assay against a specified biological target. (1) The drug is Cn1c(=O)nc2n(-c3ccc(Cl)c(C(F)(F)F)c3)c3ccccc3nc-2c1=O. The result is 0 (inactive). (2) The molecule is Cc1c2ccccc2n[c-](CSC#N)[n+]1=O. The result is 0 (inactive). (3) The drug is CCCCCCCCCCCCCCCCOCC(CN(C)CCN(C)C)OCCCCCCCCCCCCCCCC. The result is 0 (inactive). (4) The compound is Cc1nccc2c1cnc1ccnn12. The result is 0 (inactive). (5) The result is 0 (inactive). The molecule is CCCCCCCCCCCCCCOCCS(=O)(=O)O. (6) The molecule is Cc1cc(NS(=O)(=O)c2ccc(Nc3c4ccccc4nc4c(C(=O)Nc5ccc(S(N)(=O)=O)cc5)cccc34)cc2)no1. The result is 1 (active).